From a dataset of Forward reaction prediction with 1.9M reactions from USPTO patents (1976-2016). Predict the product of the given reaction. (1) Given the reactants [Si:1]([O:8][CH2:9][C:10]1[CH:15]=[C:14](Cl)[N:13]=[C:12]([C:17]2[CH:18]=[N:19][C:20]([C:23]([F:26])([F:25])[F:24])=[N:21][CH:22]=2)[CH:11]=1)([C:4]([CH3:7])([CH3:6])[CH3:5])([CH3:3])[CH3:2].CO[C:29]1C=CC=C(OC)[C:34]=1[C:35]1C=CC=CC=1P(C1CCCCC1)C1CCCCC1.[O-]P([O-])([O-])=O.[K+].[K+].[K+].C1(B(O)O)CC1, predict the reaction product. The product is: [Si:1]([O:8][CH2:9][C:10]1[CH:15]=[C:14]([CH:35]2[CH2:34][CH2:29]2)[N:13]=[C:12]([C:17]2[CH:18]=[N:19][C:20]([C:23]([F:26])([F:25])[F:24])=[N:21][CH:22]=2)[CH:11]=1)([C:4]([CH3:7])([CH3:6])[CH3:5])([CH3:3])[CH3:2]. (2) Given the reactants [CH2:1]([C:5]1[N:6]=[C:7]([C:12]2[CH:17]=[CH:16][C:15]([C:18]([F:21])([F:20])[F:19])=[CH:14][CH:13]=2)[S:8][C:9]=1[CH2:10]Cl)[CH2:2][CH2:3][CH3:4].C(=O)([O-])[O-].[Cs+].[Cs+].[OH:28][C:29]1[CH:34]=[CH:33][C:32]([CH2:35][C:36]([O:38][CH3:39])=[O:37])=[CH:31][CH:30]=1.O, predict the reaction product. The product is: [CH3:39][O:38][C:36](=[O:37])[CH2:35][C:32]1[CH:33]=[CH:34][C:29]([O:28][CH2:10][C:9]2[S:8][C:7]([C:12]3[CH:17]=[CH:16][C:15]([C:18]([F:21])([F:20])[F:19])=[CH:14][CH:13]=3)=[N:6][C:5]=2[CH2:1][CH2:2][CH2:3][CH3:4])=[CH:30][CH:31]=1. (3) Given the reactants [C:1]([O:5][C:6](=[O:14])[NH:7][CH2:8][CH2:9][CH2:10][CH2:11][CH2:12][NH2:13])([CH3:4])([CH3:3])[CH3:2].[C:15](=S)=[S:16].N#CN, predict the reaction product. The product is: [C:1]([O:5][C:6](=[O:14])[NH:7][CH2:8][CH2:9][CH2:10][CH2:11][CH2:12][N:13]=[C:15]=[S:16])([CH3:4])([CH3:2])[CH3:3]. (4) Given the reactants [NH2:1][C:2]1[CH:9]=[CH:8][CH:7]=[C:6]([Cl:10])[C:3]=1C#N.[CH3:11][Mg]Br.[C:14]([O-:17])([O-])=O.[Na+].[Na+], predict the reaction product. The product is: [NH2:1][C:2]1[CH:9]=[CH:8][CH:7]=[C:6]([Cl:10])[C:3]=1[C:14](=[O:17])[CH3:11].